Dataset: Full USPTO retrosynthesis dataset with 1.9M reactions from patents (1976-2016). Task: Predict the reactants needed to synthesize the given product. (1) The reactants are: C1(C)C=CC=CC=1P(C1C=CC=CC=1C)C1C=CC=CC=1C.C([Zn]CC)C.Br[C:29]1[CH:30]=[C:31]2[C:36](=[CH:37][CH:38]=1)[CH2:35][CH:34]([NH:39][C:40]([C:42]1[CH:47]=[CH:46][C:45]([C:48]3[CH:53]=[CH:52][C:51]([F:54])=[CH:50][CH:49]=3)=[CH:44][CH:43]=1)=[O:41])[CH2:33][CH2:32]2.[CH3:55][N:56]1CCCC1=O. Given the product [C:55]([C:29]1[CH:30]=[C:31]2[C:36](=[CH:37][CH:38]=1)[CH2:35][CH:34]([NH:39][C:40]([C:42]1[CH:47]=[CH:46][C:45]([C:48]3[CH:53]=[CH:52][C:51]([F:54])=[CH:50][CH:49]=3)=[CH:44][CH:43]=1)=[O:41])[CH2:33][CH2:32]2)#[N:56], predict the reactants needed to synthesize it. (2) Given the product [CH2:1]([C:4]1([C:24]2[CH:25]=[CH:26][CH:27]=[CH:28][CH:29]=2)[O:9][C:8](=[O:10])[N:7]([C@H:11]([C:13]([OH:16])([CH3:14])[CH3:15])[CH3:12])[CH2:6][CH2:5]1)[CH:2]=[CH2:3], predict the reactants needed to synthesize it. The reactants are: [CH2:1]([C:4]1([C:24]2[CH:29]=[CH:28][CH:27]=[CH:26][CH:25]=2)[O:9][C:8](=[O:10])[N:7]([C@H:11]([C:13]([O:16][Si](C(C)(C)C)(C)C)([CH3:15])[CH3:14])[CH3:12])[CH2:6][CH2:5]1)[CH:2]=[CH2:3]. (3) Given the product [F:12][C:13]1[CH:18]=[CH:17][C:16]([CH:19]([OH:23])[C:20]2[N:6]=[C:4]([OH:5])[C:3]3[C:2](=[CH:10][C:9]([CH3:11])=[CH:8][CH:7]=3)[N:1]=2)=[CH:15][CH:14]=1, predict the reactants needed to synthesize it. The reactants are: [NH2:1][C:2]1[CH:10]=[C:9]([CH3:11])[CH:8]=[CH:7][C:3]=1[C:4]([NH2:6])=[O:5].[F:12][C:13]1[CH:18]=[CH:17][C:16]([CH:19]2[O:23]C(=O)O[C:20]2=O)=[CH:15][CH:14]=1.C[O-].[Na+].CO.